From a dataset of Forward reaction prediction with 1.9M reactions from USPTO patents (1976-2016). Predict the product of the given reaction. (1) The product is: [N:1]([CH2:4][C@@H:5]1[O:16][C:9]2[N:10]=[N:11][C:12]([Cl:14])=[CH:13][C:8]=2[O:7][CH2:6]1)=[N+:2]=[N-:3]. Given the reactants [N:1]([CH2:4][C@H:5]([OH:16])[CH2:6][O:7][C:8]1[CH:13]=[C:12]([Cl:14])[N:11]=[N:10][C:9]=1Cl)=[N+:2]=[N-:3].[H-].[Li+].Cl, predict the reaction product. (2) Given the reactants [CH3:1][C:2]([CH3:7])([CH3:6])[C:3]([NH2:5])=[O:4].C(Cl)(=O)[C:9](Cl)=[O:10].[NH2:14][C:15]1[N:20]=[CH:19][C:18]([O:21][C:22]2[CH:27]=[CH:26][N:25]=[C:24]([NH:28][C:29]([CH:31]3[CH2:36][CH2:35][N:34]([CH3:37])[CH2:33][CH2:32]3)=[O:30])[CH:23]=2)=[CH:17][CH:16]=1.O, predict the reaction product. The product is: [CH3:37][N:34]1[CH2:35][CH2:36][CH:31]([C:29]([NH:28][C:24]2[CH:23]=[C:22]([O:21][C:18]3[CH:19]=[N:20][C:15]([NH:14][C:9]([NH:5][C:3](=[O:4])[C:2]([CH3:7])([CH3:6])[CH3:1])=[O:10])=[CH:16][CH:17]=3)[CH:27]=[CH:26][N:25]=2)=[O:30])[CH2:32][CH2:33]1. (3) Given the reactants [CH3:1]C(C)([O-])C.[K+].[Br:7][C:8]1[CH:9]=[C:10]2[C:15](=[CH:16][C:17]=1[Cl:18])[NH:14][C:13](=[O:19])[CH2:12][CH2:11]2.CI.O, predict the reaction product. The product is: [Br:7][C:8]1[CH:9]=[C:10]2[C:15](=[CH:16][C:17]=1[Cl:18])[N:14]([CH3:1])[C:13](=[O:19])[CH2:12][CH2:11]2. (4) Given the reactants FC(F)(F)C(O)=O.[CH3:8][C@H:9]([O:13][C:14]1[NH:15][C:16]([NH2:25])=[C:17]2[C:21]([N:22]=1)=[N:20][C:19]([O:23][CH3:24])=[N:18]2)[CH2:10][CH2:11][CH3:12].Br[CH2:27][CH2:28][CH:29]1[CH2:34][CH2:33][CH2:32][O:31][CH2:30]1, predict the reaction product. The product is: [CH3:8][C@H:9]([O:13][C:14]1[N:22]=[C:21]2[C:17]([N:18]=[C:19]([O:23][CH3:24])[N:20]2[CH2:27][CH2:28][CH:29]2[CH2:34][CH2:33][CH2:32][O:31][CH2:30]2)=[C:16]([NH2:25])[N:15]=1)[CH2:10][CH2:11][CH3:12]. (5) Given the reactants [CH3:1][C:2]1[C:6]2[C:7](=[O:19])[N:8]([CH2:11][CH2:12][N:13]3[CH2:18][CH2:17][O:16][CH2:15][CH2:14]3)[CH2:9][CH2:10][C:5]=2[NH:4][C:3]=1[CH:20]=O.[Br:22][C:23]1[CH:31]=[CH:30][CH:29]=[C:28]2[C:24]=1[CH2:25][C:26](=[O:32])[NH:27]2, predict the reaction product. The product is: [Br:22][C:23]1[CH:31]=[CH:30][CH:29]=[C:28]2[C:24]=1[C:25](=[CH:20][C:3]1[NH:4][C:5]3[CH2:10][CH2:9][N:8]([CH2:11][CH2:12][N:13]4[CH2:14][CH2:15][O:16][CH2:17][CH2:18]4)[C:7](=[O:19])[C:6]=3[C:2]=1[CH3:1])[C:26](=[O:32])[NH:27]2. (6) Given the reactants C[O:2][C:3]([C:5]1[CH:14]=[C:13]2[C:8]([C@@H:9]([NH:15][C:16]([O:18][CH2:19][C:20]3[CH:25]=[CH:24][CH:23]=[CH:22][CH:21]=3)=[O:17])[CH2:10][CH2:11][S:12]2)=[CH:7][C:6]=1[CH3:26])=[O:4].C(=O)([O-])[O-].[K+].[K+], predict the reaction product. The product is: [CH2:19]([O:18][C:16]([NH:15][C@@H:9]1[C:8]2[C:13](=[CH:14][C:5]([C:3]([OH:4])=[O:2])=[C:6]([CH3:26])[CH:7]=2)[S:12][CH2:11][CH2:10]1)=[O:17])[C:20]1[CH:25]=[CH:24][CH:23]=[CH:22][CH:21]=1. (7) Given the reactants [F:1][C:2]([C:5]1[CH:10]=[CH:9][CH:8]=[C:7]([N+:11]([O-])=O)[CH:6]=1)([F:4])[CH3:3].O.O.[Sn](Cl)(Cl)(Cl)Cl.[OH-].[Na+].C(=O)([O-])O.[Na+], predict the reaction product. The product is: [F:1][C:2]([C:5]1[CH:6]=[C:7]([CH:8]=[CH:9][CH:10]=1)[NH2:11])([F:4])[CH3:3].